Dataset: Reaction yield outcomes from USPTO patents with 853,638 reactions. Task: Predict the reaction yield, written as a fraction of the theoretical maximum amount of product (1.0 means a 100% yield; for example, 0.34 means a 34% yield). (1) The reactants are F[C:2]1[N:7]=[C:6]([C:8]2[C:16]3[C:11](=[CH:12][N:13]=[C:14]([C:17]4[CH:18]=[N:19][N:20]([CH3:22])[CH:21]=4)[CH:15]=3)[N:10](C3CCCCO3)[N:9]=2)[CH:5]=[CH:4][CH:3]=1.[NH:29]1[CH2:34][CH2:33][CH2:32][C@H:31]([NH:35]C(=O)OC(C)(C)C)[CH2:30]1. No catalyst specified. The product is [CH3:22][N:20]1[CH:21]=[C:17]([C:14]2[CH:15]=[C:16]3[C:8]([C:6]4[N:7]=[C:2]([N:29]5[CH2:34][CH2:33][CH2:32][C@H:31]([NH2:35])[CH2:30]5)[CH:3]=[CH:4][CH:5]=4)=[N:9][NH:10][C:11]3=[CH:12][N:13]=2)[CH:18]=[N:19]1. The yield is 0.717. (2) The reactants are [Br:1][C:2]1[CH:3]=[C:4]([CH:9]=[CH:10][C:11]=1[OH:12])[C:5]([O:7][CH3:8])=[O:6].N1C=CC=CC=1.[C:19](Cl)(=[O:21])[CH3:20].Cl. The catalyst is C(Cl)Cl.O. The product is [C:19]([O:12][C:11]1[CH:10]=[CH:9][C:4]([C:5]([O:7][CH3:8])=[O:6])=[CH:3][C:2]=1[Br:1])(=[O:21])[CH3:20]. The yield is 0.940. (3) The reactants are C(OC([NH:8][C:9]1[CH:14]=[CH:13][CH:12]=[CH:11][C:10]=1[NH:15][C:16]([C:18]1[S:22][C:21]([C:23]2[CH2:24][CH2:25][N:26](C(OC(C)(C)C)=O)[CH2:27][CH:28]=2)=[CH:20][CH:19]=1)=[O:17])=O)(C)(C)C.Cl. The catalyst is O1CCOCC1. The product is [NH2:8][C:9]1[CH:14]=[CH:13][CH:12]=[CH:11][C:10]=1[NH:15][C:16]([C:18]1[S:22][C:21]([C:23]2[CH2:24][CH2:25][NH:26][CH2:27][CH:28]=2)=[CH:20][CH:19]=1)=[O:17]. The yield is 0.150. (4) The reactants are FC(F)(F)C1C=C(C=C(C(F)(F)F)C=1)COCC[C:10]1([C:19]2[CH:24]=[CH:23][CH:22]=[CH:21][CH:20]=2)[CH2:16][CH2:15][CH2:14][N:13]([CH2:17][CH3:18])[CH2:12][CH2:11]1.[F:34][C:35]([F:63])([F:62])[C:36]1[CH:37]=[C:38]([CH:55]=[C:56]([C:58]([F:61])([F:60])[F:59])[CH:57]=1)[CH2:39][O:40][CH2:41]C1(C2C=CC=CC=2)CCCNCC1. No catalyst specified. The product is [F:34][C:35]([F:62])([F:63])[C:36]1[CH:37]=[C:38]([CH:55]=[C:56]([C:58]([F:61])([F:60])[F:59])[CH:57]=1)[CH2:39][O:40][CH2:41][C:10]1([C:19]2[CH:24]=[CH:23][CH:22]=[CH:21][CH:20]=2)[CH2:16][CH2:15][CH2:14][N:13]([CH2:17][CH3:18])[CH2:12][CH2:11]1. The yield is 0.620. (5) The reactants are [H-].[Na+].[OH:3][CH:4](C)[CH2:5][NH:6][C:7]([C:9]1[O:10][C:11]2[CH:17]=[CH:16][CH:15]=[CH:14][C:12]=2[CH:13]=1)=[O:8].C[O:20][C:21](=[O:48])[C:22]1[CH:27]=[C:26]([CH3:28])[CH:25]=[C:24]([CH3:29])[C:23]=1[N:30]([CH2:41][C:42]1[CH:47]=[CH:46][CH:45]=[CH:44][CH:43]=1)[S:31]([C:34]1[CH:39]=[CH:38][C:37](F)=[CH:36][CH:35]=1)(=[O:33])=[O:32].[Li+].[OH-]. The yield is 0.440. The catalyst is CN(C=O)C.C1COCC1.O.CO. The product is [O:10]1[C:11]2[CH:17]=[CH:16][CH:15]=[CH:14][C:12]=2[CH:13]=[C:9]1[C:7]([NH:6][CH2:5][CH2:4][O:3][C:37]1[CH:38]=[CH:39][C:34]([S:31]([N:30]([C:23]2[C:24]([CH3:29])=[CH:25][C:26]([CH3:28])=[CH:27][C:22]=2[C:21]([OH:48])=[O:20])[CH2:41][C:42]2[CH:43]=[CH:44][CH:45]=[CH:46][CH:47]=2)(=[O:32])=[O:33])=[CH:35][CH:36]=1)=[O:8]. (6) The catalyst is C(Cl)Cl. The reactants are [Cl:1][C:2]1[CH:7]=[CH:6][C:5]([S:8]([CH:11]([C:22]2[CH:27]=[C:26]([F:28])[CH:25]=[CH:24][C:23]=2[F:29])[C:12]2[C:13]([CH3:21])=[CH:14][C:15]([C:18](O)=[O:19])=[N:16][CH:17]=2)(=[O:10])=[O:9])=[CH:4][CH:3]=1.Cl.[CH3:31][NH:32][CH3:33].ON1C2C=CC=CC=2N=N1.CN1CCOCC1.Cl.C(N=C=NCCCN(C)C)C. The product is [Cl:1][C:2]1[CH:3]=[CH:4][C:5]([S:8]([CH:11]([C:22]2[CH:27]=[C:26]([F:28])[CH:25]=[CH:24][C:23]=2[F:29])[C:12]2[C:13]([CH3:21])=[CH:14][C:15]([C:18]([N:32]([CH3:33])[CH3:31])=[O:19])=[N:16][CH:17]=2)(=[O:9])=[O:10])=[CH:6][CH:7]=1. The yield is 0.890. (7) The reactants are [CH2:1]([O:8][C:9]1[CH:14]=[CH:13][N:12]([CH2:15][C:16]2[CH:21]=[CH:20][CH:19]=[C:18]([F:22])[CH:17]=2)[C:11](=[O:23])[C:10]=1[C:24]#[C:25][Si](C)(C)C)[C:2]1[CH:7]=[CH:6][CH:5]=[CH:4][CH:3]=1.[F-].C([N+](CCCC)(CCCC)CCCC)CCC. The catalyst is C(#N)C. The product is [CH2:1]([O:8][C:9]1[CH:14]=[CH:13][N:12]([CH2:15][C:16]2[CH:21]=[CH:20][CH:19]=[C:18]([F:22])[CH:17]=2)[C:11](=[O:23])[C:10]=1[C:24]#[CH:25])[C:2]1[CH:7]=[CH:6][CH:5]=[CH:4][CH:3]=1. The yield is 0.720. (8) The reactants are [Cl:1][C:2]1[CH:7]=[CH:6][CH:5]=[CH:4][C:3]=1[SH:8].Br[CH2:10][CH:11]([O:15][CH2:16][CH3:17])[O:12][CH2:13][CH3:14].C(=O)([O-])[O-].[K+].[K+]. The catalyst is CC(C)=O. The product is [Cl:1][C:2]1[CH:7]=[CH:6][CH:5]=[CH:4][C:3]=1[S:8][CH2:10][CH:11]([O:15][CH2:16][CH3:17])[O:12][CH2:13][CH3:14]. The yield is 0.800.